Dataset: Catalyst prediction with 721,799 reactions and 888 catalyst types from USPTO. Task: Predict which catalyst facilitates the given reaction. (1) Reactant: [C:1]([O:5][C:6]([NH:8][C@H:9]([CH2:14][C:15]1[CH:20]=[C:19]([F:21])[C:18]([F:22])=[CH:17][C:16]=1[F:23])[CH2:10][C:11](O)=[O:12])=[O:7])([CH3:4])([CH3:3])[CH3:2].F[P-](F)(F)(F)(F)F.FC1N(C)CC[NH+]1C.CN(C=O)C.O.[NH2:45][NH2:46]. Product: [C:1]([O:5][C:6](=[O:7])[NH:8][C@H:9]([CH2:14][C:15]1[CH:20]=[C:19]([F:21])[C:18]([F:22])=[CH:17][C:16]=1[F:23])[CH2:10][C:11]([NH:45][NH2:46])=[O:12])([CH3:4])([CH3:3])[CH3:2]. The catalyst class is: 66. (2) Reactant: [CH3:1][C:2]1[N:7]=[C:6]2[S:8][C:9]3[CH2:14][CH2:13][CH2:12][CH2:11][C:10]=3[C:5]2=[C:4]([C:15]2[CH:20]=[CH:19][C:18]([CH3:21])=[CH:17][CH:16]=2)[C:3]=1[CH:22]([O:27][C:28]([CH3:31])([CH3:30])[CH3:29])[C:23]([O:25]C)=[O:24].[OH-].[Na+]. Product: [CH3:1][C:2]1[N:7]=[C:6]2[S:8][C:9]3[CH2:14][CH2:13][CH2:12][CH2:11][C:10]=3[C:5]2=[C:4]([C:15]2[CH:20]=[CH:19][C:18]([CH3:21])=[CH:17][CH:16]=2)[C:3]=1[CH:22]([O:27][C:28]([CH3:31])([CH3:30])[CH3:29])[C:23]([OH:25])=[O:24]. The catalyst class is: 5.